This data is from Forward reaction prediction with 1.9M reactions from USPTO patents (1976-2016). The task is: Predict the product of the given reaction. (1) Given the reactants [F:1][C:2]1[CH:3]=[N:4][C:5]([O:11][C:12]2[CH:17]=[CH:16][CH:15]=[C:14]([F:18])[CH:13]=2)=[C:6]([CH:10]=1)[C:7]([OH:9])=O.Cl.[NH2:20][C@H:21]([C:23]1[CH:32]=[CH:31][C:26]([C:27]([O:29][CH3:30])=[O:28])=[CH:25][CH:24]=1)[CH3:22], predict the reaction product. The product is: [F:1][C:2]1[CH:10]=[C:6]([C:7]([NH:20][C@H:21]([C:23]2[CH:32]=[CH:31][C:26]([C:27]([O:29][CH3:30])=[O:28])=[CH:25][CH:24]=2)[CH3:22])=[O:9])[C:5]([O:11][C:12]2[CH:17]=[CH:16][CH:15]=[C:14]([F:18])[CH:13]=2)=[N:4][CH:3]=1. (2) Given the reactants CC(OI1(OC(C)=O)(OC(C)=O)OC(=O)C2C1=CC=CC=2)=O.[C:23]12([CH2:33][CH2:34][N:35]([CH2:49][CH2:50][CH2:51][CH2:52][CH3:53])[C:36]([NH:38][CH2:39][CH2:40][CH:41]([OH:48])[C:42]3[CH:47]=[CH:46][N:45]=[CH:44][CH:43]=3)=[O:37])[CH2:32][CH:27]3[CH2:28][CH:29]([CH2:31][CH:25]([CH2:26]3)[CH2:24]1)[CH2:30]2.S([O-])([O-])=O.[Na+].[Na+].C(=O)([O-])O.[Na+], predict the reaction product. The product is: [C:23]12([CH2:33][CH2:34][N:35]([CH2:49][CH2:50][CH2:51][CH2:52][CH3:53])[C:36]([NH:38][CH2:39][CH2:40][C:41](=[O:48])[C:42]3[CH:47]=[CH:46][N:45]=[CH:44][CH:43]=3)=[O:37])[CH2:30][CH:29]3[CH2:28][CH:27]([CH2:26][CH:25]([CH2:31]3)[CH2:24]1)[CH2:32]2.